From a dataset of Reaction yield outcomes from USPTO patents with 853,638 reactions. Predict the reaction yield, written as a fraction of the theoretical maximum amount of product (1.0 means a 100% yield; for example, 0.34 means a 34% yield). (1) The reactants are [CH:1]1([C@@H:5]([N:7]([CH2:14][C:15]2[CH:20]=[CH:19][C:18]([F:21])=[CH:17][CH:16]=2)S(C(C)(C)C)=O)[CH3:6])[CH2:4][CH2:3][CH2:2]1.[ClH:22]. The catalyst is CO.O1CCOCC1. The product is [ClH:22].[CH:1]1([C@@H:5]([NH:7][CH2:14][C:15]2[CH:20]=[CH:19][C:18]([F:21])=[CH:17][CH:16]=2)[CH3:6])[CH2:4][CH2:3][CH2:2]1. The yield is 1.00. (2) The reactants are [CH:1]([C:4]1[CH:10]=[CH:9][CH:8]=[CH:7][C:5]=1[NH2:6])([CH3:3])[CH3:2].N1C=CC=CC=1.Cl[C:18]([O:20][C:21]1[CH:26]=[CH:25][CH:24]=[CH:23][CH:22]=1)=[O:19]. The catalyst is C1COCC1. The product is [CH:1]([C:4]1[CH:10]=[CH:9][CH:8]=[CH:7][C:5]=1[NH:6][C:18](=[O:19])[O:20][C:21]1[CH:26]=[CH:25][CH:24]=[CH:23][CH:22]=1)([CH3:3])[CH3:2]. The yield is 0.340. (3) The reactants are Br[C:2]1[CH:7]=[CH:6][C:5]([C@H:8]2[N:11]([C:12]3[CH:17]=[CH:16][CH:15]=[CH:14][CH:13]=3)[C:10](=[O:18])[C@@H:9]2[CH2:19][CH2:20][C@H:21]([O:29][Si:30]([C:33]([CH3:36])([CH3:35])[CH3:34])([CH3:32])[CH3:31])[C:22]2[CH:27]=[CH:26][C:25]([F:28])=[CH:24][CH:23]=2)=[C:4]([O:37][Si:38]([C:41]([CH3:44])([CH3:43])[CH3:42])([CH3:40])[CH3:39])[CH:3]=1.CC1(C)C(C)(C)OB([C:53]2[CH:54]=[C:55]([P:59](=[O:64])([O:62][CH3:63])[O:60][CH3:61])[CH:56]=[CH:57][CH:58]=2)O1.C(=O)([O-])[O-].[K+].[K+]. The catalyst is C(O)C.C1(C)C=CC=CC=1. The product is [Si:38]([O:37][C:4]1[CH:3]=[C:2]([C:53]2[CH:58]=[CH:57][CH:56]=[C:55]([P:59](=[O:64])([O:62][CH3:63])[O:60][CH3:61])[CH:54]=2)[CH:7]=[CH:6][C:5]=1[C@@H:8]1[C@@H:9]([CH2:19][CH2:20][C@H:21]([O:29][Si:30]([C:33]([CH3:36])([CH3:35])[CH3:34])([CH3:32])[CH3:31])[C:22]2[CH:27]=[CH:26][C:25]([F:28])=[CH:24][CH:23]=2)[C:10](=[O:18])[N:11]1[C:12]1[CH:17]=[CH:16][CH:15]=[CH:14][CH:13]=1)([C:41]([CH3:44])([CH3:43])[CH3:42])([CH3:40])[CH3:39]. The yield is 0.840. (4) The reactants are [O:1]([C:8]1[CH:13]=[CH:12][C:11]([NH:14][C:15]([C:17]2[NH:18][C:19]3[C:24]([CH:25]=2)=[CH:23][C:22]([Cl:26])=[CH:21][C:20]=3[NH2:27])=[O:16])=[CH:10][CH:9]=1)[C:2]1[CH:7]=[CH:6][CH:5]=[CH:4][CH:3]=1.C(O)(=O)C.[C:32]1(=O)[CH2:36][CH2:35][CH2:34][CH2:33]1.C(O[BH-](OC(=O)C)OC(=O)C)(=O)C.[Na+]. The catalyst is ClC(Cl)C.O. The product is [O:1]([C:8]1[CH:9]=[CH:10][C:11]([NH:14][C:15]([C:17]2[NH:18][C:19]3[C:24]([CH:25]=2)=[CH:23][C:22]([Cl:26])=[CH:21][C:20]=3[NH:27][CH:32]2[CH2:36][CH2:35][CH2:34][CH2:33]2)=[O:16])=[CH:12][CH:13]=1)[C:2]1[CH:7]=[CH:6][CH:5]=[CH:4][CH:3]=1. The yield is 0.680. (5) The yield is 0.530. The product is [C:1]1([C:7]2[C:8]([CH2:16][CH2:17][NH2:19])=[C:9]3[N:14]([CH:15]=2)[CH:13]=[CH:12][CH:11]=[CH:10]3)[CH:2]=[CH:3][CH:4]=[CH:5][CH:6]=1. The catalyst is C(OCC)C. The reactants are [C:1]1([C:7]2[C:8]([CH2:16][C:17]([NH2:19])=O)=[C:9]3[N:14]([CH:15]=2)[CH:13]=[CH:12][CH:11]=[CH:10]3)[CH:6]=[CH:5][CH:4]=[CH:3][CH:2]=1.[H-].[Al+3].[Li+].[H-].[H-].[H-].[C@H](O)(C([O-])=O)[C@@H](O)C([O-])=O.[Na+].[K+]. (6) The reactants are B(Br)(Br)Br.C[O:6][C:7]1[C:17]2[CH2:16][CH2:15][N:14]([C:18](=[O:23])[C:19]([F:22])([F:21])[F:20])[CH2:13][CH2:12][C:11]=2[CH:10]=[CH:9][CH:8]=1. The catalyst is C(Cl)Cl. The product is [OH:6][C:7]1[C:17]2[CH2:16][CH2:15][N:14]([C:18](=[O:23])[C:19]([F:22])([F:20])[F:21])[CH2:13][CH2:12][C:11]=2[CH:10]=[CH:9][CH:8]=1. The yield is 0.940. (7) The reactants are [C:1]1([C:10]([OH:12])=[O:11])[C:9]2[C:4](=[CH:5][CH:6]=[CH:7][CH:8]=2)[CH2:3][CH:2]=1.[N+:13]([C:16]1[CH:23]=[CH:22][C:19]([CH2:20]Br)=[CH:18][CH:17]=1)([O-:15])=[O:14].N12CCCN=C1CCCCC2. The catalyst is C(O)C.C1C=CC=CC=1.[Pd]. The product is [N+:13]([C:16]1[CH:23]=[CH:22][C:19]([CH2:20][O:11][C:10]([CH:1]2[C:9]3[C:4](=[CH:5][CH:6]=[CH:7][CH:8]=3)[CH2:3][CH2:2]2)=[O:12])=[CH:18][CH:17]=1)([O-:15])=[O:14]. The yield is 0.950. (8) The reactants are [N:1]([O-])=O.[Na+].[CH:5]([C:8]1[O:12][N:11]=[C:10]([C:13]([NH:15][NH2:16])=[O:14])[CH:9]=1)([CH3:7])[CH3:6]. The catalyst is Cl.O. The product is [CH:5]([C:8]1[O:12][N:11]=[C:10]([C:13]([N:15]=[N+:16]=[N-:1])=[O:14])[CH:9]=1)([CH3:7])[CH3:6]. The yield is 0.520.